Dataset: Full USPTO retrosynthesis dataset with 1.9M reactions from patents (1976-2016). Task: Predict the reactants needed to synthesize the given product. The reactants are: [Cl-:1].[Cl-].[CH-:3]1[CH:7]=[CH:6][CH:5]=[CH:4]1.[CH-:8]1[CH:12]=[CH:11][CH:10]=[CH:9]1.[Ti+2:13]. Given the product [Cl-:1].[CH:3]1([Ti+:13][CH:8]2[CH:12]=[CH:11][CH:10]=[CH:9]2)[CH:7]=[CH:6][CH:5]=[CH:4]1, predict the reactants needed to synthesize it.